Dataset: TCR-epitope binding with 47,182 pairs between 192 epitopes and 23,139 TCRs. Task: Binary Classification. Given a T-cell receptor sequence (or CDR3 region) and an epitope sequence, predict whether binding occurs between them. (1) The epitope is DRFYKTLRAEQASQEV. The TCR CDR3 sequence is CASSPDRGQIGTQYF. Result: 0 (the TCR does not bind to the epitope). (2) The TCR CDR3 sequence is CASSTLAGGTYEQYF. Result: 0 (the TCR does not bind to the epitope). The epitope is GMFNMLSTVLGVS. (3) The epitope is KTSVDCTMYI. The TCR CDR3 sequence is CASRNRAAGRFRETQYF. Result: 0 (the TCR does not bind to the epitope).